This data is from Forward reaction prediction with 1.9M reactions from USPTO patents (1976-2016). The task is: Predict the product of the given reaction. (1) The product is: [F:19][C:20]1[CH:28]=[CH:27][CH:26]=[C:25]2[C:21]=1[CH2:22][CH2:23][N:24]2[C:15](=[O:17])[CH2:14][C:9]1[NH:10][C:11](=[O:13])[CH:12]=[C:7]([N:1]2[CH2:2][CH2:3][O:4][CH2:5][CH2:6]2)[N:8]=1. Given the reactants [N:1]1([C:7]2[N:8]=[C:9]([CH2:14][C:15]([O-:17])=O)[NH:10][C:11](=[O:13])[CH:12]=2)[CH2:6][CH2:5][O:4][CH2:3][CH2:2]1.[Na+].[F:19][C:20]1[CH:28]=[CH:27][CH:26]=[C:25]2[C:21]=1[CH2:22][CH2:23][NH:24]2.Cl.CN(C)CCCN=C=NCC, predict the reaction product. (2) Given the reactants [NH:1]1[CH2:6][CH2:5][O:4][CH2:3][CH2:2]1.Br[CH2:8][C:9]([C:11]1[CH:16]=[CH:15][C:14]([N+:17]([O-:19])=[O:18])=[CH:13][CH:12]=1)=[O:10].CCN(C(C)C)C(C)C, predict the reaction product. The product is: [N:1]1([CH2:8][C:9]([C:11]2[CH:12]=[CH:13][C:14]([N+:17]([O-:19])=[O:18])=[CH:15][CH:16]=2)=[O:10])[CH2:6][CH2:5][O:4][CH2:3][CH2:2]1.